Dataset: Forward reaction prediction with 1.9M reactions from USPTO patents (1976-2016). Task: Predict the product of the given reaction. (1) Given the reactants [NH2:1][C:2]1[C:3]([C:15]([O:17]CC)=O)=[N:4][CH:5]=[C:6]([CH2:8][C:9]2[CH:14]=[CH:13][CH:12]=[CH:11][CH:10]=2)[CH:7]=1.Cl[C:21](=[O:27])[CH2:22][C:23]([O:25][CH3:26])=[O:24], predict the reaction product. The product is: [CH2:8]([C:6]1[CH:7]=[C:2]2[C:3]([C:15]([OH:17])=[C:22]([C:23]([O:25][CH3:26])=[O:24])[C:21](=[O:27])[NH:1]2)=[N:4][CH:5]=1)[C:9]1[CH:10]=[CH:11][CH:12]=[CH:13][CH:14]=1. (2) Given the reactants Cl[CH2:2][CH2:3][CH2:4][CH2:5][O:6][C:7]1[CH:16]=[C:15]2[C:10]([C:11]([NH:17][C:18]3[C:26]4[O:25][CH2:24][O:23][C:22]=4[C:21]([C:27]#[C:28][CH2:29][O:30][CH3:31])=[CH:20][C:19]=3[Cl:32])=[N:12][CH:13]=[N:14]2)=[CH:9][C:8]=1[O:33][CH3:34].C(N(CC)CC)C.[C:42]([N:45]1[CH2:50][CH2:49][NH:48][CH2:47][CH2:46]1)(=[O:44])[CH3:43].COC(O)C, predict the reaction product. The product is: [C:42]([N:45]1[CH2:50][CH2:49][N:48]([CH2:2][CH2:3][CH2:4][CH2:5][O:6][C:7]2[CH:16]=[C:15]3[C:10]([C:11]([NH:17][C:18]4[C:26]5[O:25][CH2:24][O:23][C:22]=5[C:21]([C:27]#[C:28][CH2:29][O:30][CH3:31])=[CH:20][C:19]=4[Cl:32])=[N:12][CH:13]=[N:14]3)=[CH:9][C:8]=2[O:33][CH3:34])[CH2:47][CH2:46]1)(=[O:44])[CH3:43]. (3) Given the reactants [Br:1][C:2]1[C:3]([CH3:11])=[N:4][NH:5][C:6]=1[CH2:7][CH2:8][CH2:9]Cl.[OH-].[K+], predict the reaction product. The product is: [Br:1][C:2]1[C:3]([CH3:11])=[N:4][N:5]2[CH2:9][CH2:8][CH2:7][C:6]=12. (4) Given the reactants [C:1]1([CH3:21])[CH:6]=[C:5]([CH3:7])[CH:4]=[C:3]([CH3:8])[C:2]=1[N:9]=[N:10][NH:11][C:12]1[C:17]([CH3:18])=[CH:16][C:15]([CH3:19])=[CH:14][C:13]=1[CH3:20].[C:22]1([C:28]#[CH:29])[CH:27]=[CH:26][CH:25]=[CH:24][CH:23]=1.ClOC(C)(C)C.[F:36][P-:37]([F:42])([F:41])([F:40])([F:39])[F:38].[K+], predict the reaction product. The product is: [F:36][P-:37]([F:42])([F:41])([F:40])([F:39])[F:38].[CH3:21][C:1]1[CH:6]=[C:5]([CH3:7])[CH:4]=[C:3]([CH3:8])[C:2]=1[NH+:9]1[CH:29]=[C:28]([C:22]2[CH:27]=[CH:26][CH:25]=[CH:24][CH:23]=2)[N:11]([C:12]2[C:13]([CH3:20])=[CH:14][C:15]([CH3:19])=[CH:16][C:17]=2[CH3:18])[NH:10]1. (5) Given the reactants [CH3:1][N:2]1[C:7]2[N:8]=[C:9]([N:13]3[CH2:18][CH2:17][N:16](C(OC(C)(C)C)=O)[CH2:15][CH2:14]3)[NH:10][C:11](=[O:12])[C:6]=2[CH2:5][CH2:4][CH2:3]1.FC(F)(F)C(O)=O, predict the reaction product. The product is: [CH3:1][N:2]1[C:7]2[N:8]=[C:9]([N:13]3[CH2:18][CH2:17][NH:16][CH2:15][CH2:14]3)[NH:10][C:11](=[O:12])[C:6]=2[CH2:5][CH2:4][CH2:3]1. (6) Given the reactants Br[C:2]1[CH:3]=[C:4]2[C:30](=[CH:31][CH:32]=1)[O:29][C:7]1([CH2:12][CH2:11][N:10]([C:13]([C:15]3[CH:24]=[C:23]([O:25][CH3:26])[C:22]4[C:17](=[C:18]([O:27][CH3:28])[CH:19]=[CH:20][CH:21]=4)[N:16]=3)=[O:14])[CH2:9][CH2:8]1)[CH2:6][C:5]2=[O:33].[NH2:34][C:35]1[N:39]([CH3:40])[N:38]=[CH:37][CH:36]=1.C(P(C(C)(C)C)C1C=CC=CC=1C1C=CC=CC=1)(C)(C)C.C(=O)([O-])[O-].[Cs+].[Cs+], predict the reaction product. The product is: [CH3:26][O:25][C:23]1[C:22]2[C:17](=[C:18]([O:27][CH3:28])[CH:19]=[CH:20][CH:21]=2)[N:16]=[C:15]([C:13]([N:10]2[CH2:11][CH2:12][C:7]3([CH2:6][C:5](=[O:33])[C:4]4[C:30](=[CH:31][CH:32]=[C:2]([NH:34][C:35]5[N:39]([CH3:40])[N:38]=[CH:37][CH:36]=5)[CH:3]=4)[O:29]3)[CH2:8][CH2:9]2)=[O:14])[CH:24]=1.